Dataset: Full USPTO retrosynthesis dataset with 1.9M reactions from patents (1976-2016). Task: Predict the reactants needed to synthesize the given product. (1) Given the product [C:37]([O:36][CH2:35][CH2:34][CH2:33][CH2:32][O:27][C:21]1[CH:20]=[C:19]2[C:24]([C:15]([NH:14][C:11]3[CH:10]=[N:9][C:8]([NH:7][C:5](=[O:6])[C:4]4[CH:28]=[CH:29][CH:30]=[C:2]([Cl:1])[CH:3]=4)=[CH:13][CH:12]=3)=[N:16][CH:17]=[N:18]2)=[CH:23][C:22]=1[O:25][CH3:26])(=[O:42])[CH3:38], predict the reactants needed to synthesize it. The reactants are: [Cl:1][C:2]1[CH:3]=[C:4]([CH:28]=[CH:29][CH:30]=1)[C:5]([NH:7][C:8]1[CH:13]=[CH:12][C:11]([NH:14][C:15]2[C:24]3[C:19](=[CH:20][C:21]([OH:27])=[C:22]([O:25][CH3:26])[CH:23]=3)[N:18]=[CH:17][N:16]=2)=[CH:10][N:9]=1)=[O:6].Br[CH2:32][CH2:33][CH2:34][CH2:35][O:36][CH2:37][C:38]([O-])=O.C(=O)([O-])[O-:42].[K+].[K+]. (2) Given the product [C:1]([O:5][C:6]([NH:8][CH2:9][C:10]([NH:35][C:36]1[CH:41]=[CH:40][CH:39]=[CH:38][C:37]=1/[CH:42]=[CH:43]/[C:44]([O:46][CH3:47])=[O:45])=[O:12])=[O:7])([CH3:2])([CH3:3])[CH3:4], predict the reactants needed to synthesize it. The reactants are: [C:1]([O:5][C:6]([NH:8][CH2:9][C:10]([OH:12])=O)=[O:7])([CH3:4])([CH3:3])[CH3:2].Cl.CN(C)CCCN=C=NCC.ON1C2C=CC=CC=2N=N1.[NH2:35][C:36]1[CH:41]=[CH:40][CH:39]=[CH:38][C:37]=1/[CH:42]=[CH:43]/[C:44]([O:46][CH3:47])=[O:45]. (3) Given the product [CH:1]1([CH:4]([C:18]2[CH:23]=[CH:22][CH:21]=[CH:20][N:19]=2)[NH:5][C:6]([C:8]2[CH:9]=[C:10]3[C:14](=[CH:15][CH:16]=2)[NH:13][N:12]=[C:11]3[C:41]2[CH:40]=[CH:39][C:27]([O:28][CH:29]3[CH2:34][CH2:33][N:32]([CH:35]4[CH2:38][O:37][CH2:36]4)[CH2:31][CH2:30]3)=[C:26]([O:25][CH3:24])[CH:42]=2)=[O:7])[CH2:3][CH2:2]1, predict the reactants needed to synthesize it. The reactants are: [CH:1]1([CH:4]([C:18]2[CH:23]=[CH:22][CH:21]=[CH:20][N:19]=2)[NH:5][C:6]([C:8]2[CH:9]=[C:10]3[C:14](=[CH:15][CH:16]=2)[NH:13][N:12]=[C:11]3I)=[O:7])[CH2:3][CH2:2]1.[CH3:24][O:25][C:26]1[CH:42]=[C:41](B2OC(C)(C)C(C)(C)O2)[CH:40]=[CH:39][C:27]=1[O:28][CH:29]1[CH2:34][CH2:33][N:32]([CH:35]2[CH2:38][O:37][CH2:36]2)[CH2:31][CH2:30]1.C([O-])([O-])=O.[Na+].[Na+]. (4) Given the product [Cl:34][CH2:1][CH2:2][CH2:3][CH2:4][CH2:5][CH2:6][CH:7]=[CH:8][CH:9]=[CH:10][CH2:11][CH3:12], predict the reactants needed to synthesize it. The reactants are: [CH2:1](O)[CH2:2][CH2:3][CH2:4][CH2:5][CH2:6][CH:7]=[CH:8][CH:9]=[CH:10][CH2:11][CH3:12].N1C=CC=CC=1.CN(C)C=O.C1(C)C=CC(S([Cl:34])(=O)=O)=CC=1. (5) Given the product [CH3:27][O:26][C:21]1[CH:22]=[CH:23][CH:24]=[CH:25][C:20]=1[CH2:19][O:18][CH2:17][CH2:16][CH2:15][O:14][C:11]1[CH:12]=[CH:13][C:8]([CH:7]2[CH2:6][CH2:5][N:4]([C:28]([O:30][C:31]([CH3:34])([CH3:33])[CH3:32])=[O:29])[CH2:3][CH:2]2[O:1][CH2:36][C:37]2[CH:46]=[CH:45][CH:44]=[C:39]([C:40]([O:42][CH3:43])=[O:41])[CH:38]=2)=[CH:9][CH:10]=1, predict the reactants needed to synthesize it. The reactants are: [OH:1][CH:2]1[CH:7]([C:8]2[CH:13]=[CH:12][C:11]([O:14][CH2:15][CH2:16][CH2:17][O:18][CH2:19][C:20]3[CH:25]=[CH:24][CH:23]=[CH:22][C:21]=3[O:26][CH3:27])=[CH:10][CH:9]=2)[CH2:6][CH2:5][N:4]([C:28]([O:30][C:31]([CH3:34])([CH3:33])[CH3:32])=[O:29])[CH2:3]1.Br[CH2:36][C:37]1[CH:38]=[C:39]([CH:44]=[CH:45][CH:46]=1)[C:40]([O:42][CH3:43])=[O:41]. (6) Given the product [CH3:1][C:2]1[N:7]=[C:6]([S:8][CH2:17][C:18]2[N:22]([CH3:23])[CH:21]=[N:20][CH:19]=2)[N:5]=[C:4]([OH:9])[CH:3]=1, predict the reactants needed to synthesize it. The reactants are: [CH3:1][C:2]1[N:7]=[C:6]([SH:8])[N:5]=[C:4]([OH:9])[CH:3]=1.C(=O)([O-])[O-].[K+].[K+].Br[CH2:17][C:18]1[N:22]([CH3:23])[CH:21]=[N:20][CH:19]=1. (7) Given the product [F:43][CH:42]([F:44])[O:30][C:27]1[CH:26]=[CH:25][C:24]([CH2:23][N:20]2[CH:21]=[N:22][C:17]([N:14]3[CH2:15][CH2:16][C:11]([C:8]4[CH:9]=[CH:10][C:5]([F:4])=[CH:6][CH:7]=4)=[CH:12][CH2:13]3)=[N:18][C:19]2=[O:31])=[CH:29][CH:28]=1, predict the reactants needed to synthesize it. The reactants are: C(#N)C.[F:4][C:5]1[CH:10]=[CH:9][C:8]([C:11]2[CH2:16][CH2:15][N:14]([C:17]3[N:22]=[CH:21][N:20]([CH2:23][C:24]4[CH:29]=[CH:28][C:27]([OH:30])=[CH:26][CH:25]=4)[C:19](=[O:31])[N:18]=3)[CH2:13][CH:12]=2)=[CH:7][CH:6]=1.[OH-].[K+].C(OP([C:42](Br)([F:44])[F:43])(=O)OCC)C.